This data is from Forward reaction prediction with 1.9M reactions from USPTO patents (1976-2016). The task is: Predict the product of the given reaction. Given the reactants [Br:1][C:2]1[CH:11]=[C:10]2[C:5]([CH2:6][C:7](=O)[N:8]([C:13]3[CH:14]=[C:15]([CH:22]=[CH:23][C:24]=3[CH3:25])[C:16]([NH:18][CH:19]3[CH2:21][CH2:20]3)=[O:17])[C:9]2=[O:12])=[CH:4][CH:3]=1.[BH4-].[Na+].Cl, predict the reaction product. The product is: [Br:1][C:2]1[CH:11]=[C:10]2[C:5]([CH:6]=[CH:7][N:8]([C:13]3[CH:14]=[C:15]([CH:22]=[CH:23][C:24]=3[CH3:25])[C:16]([NH:18][CH:19]3[CH2:21][CH2:20]3)=[O:17])[C:9]2=[O:12])=[CH:4][CH:3]=1.